Task: Predict which catalyst facilitates the given reaction.. Dataset: Catalyst prediction with 721,799 reactions and 888 catalyst types from USPTO (1) Reactant: Cl.[C:2]1([NH:8][NH2:9])[CH:7]=[CH:6][CH:5]=[CH:4][CH:3]=1.C(N(CC)CC)C.[CH:17]([NH:19][C:20](=O)[CH2:21][C:22]1[CH:27]=[CH:26][CH:25]=[CH:24][CH:23]=1)=O. Product: [CH2:21]([C:20]1[N:8]([C:2]2[CH:7]=[CH:6][CH:5]=[CH:4][CH:3]=2)[N:9]=[CH:17][N:19]=1)[C:22]1[CH:27]=[CH:26][CH:25]=[CH:24][CH:23]=1. The catalyst class is: 15. (2) Product: [C:1]([O-:4])(=[O:3])[CH3:2].[CH3:15][O:14][CH2:13][N+:8]1([CH3:7])[CH2:12][CH2:11][CH2:10][CH2:9]1. Reactant: [C:1]([O-:4])(=[O:3])[CH3:2].[Na+].[Cl-].[CH3:7][N+:8]1([CH2:13][O:14][CH3:15])[CH2:12][CH2:11][CH2:10][CH2:9]1. The catalyst class is: 5. (3) Reactant: [CH3:1][N:2]1[N:11]=[N:10][C:9]2[N:5]([CH:6]=[N:7][C:8]=2[C:12]([NH2:14])=[O:13])[C:3]1=[O:4].Cl.C(O)(=O)C.C(#N)C. Product: [CH3:1][N:2]1[N:11]=[N:10][C:9]2[N:5]([CH:6]=[N:7][C:8]=2[C:12]([NH2:14])=[O:13])[C:3]1=[O:4]. The catalyst class is: 6. (4) Reactant: [N+:1]([C:4]1[CH:9]=[CH:8][C:7]([N:10]2[CH:15]=[CH:14][C:13](=[O:16])[CH:12]=[CH:11]2)=[CH:6][CH:5]=1)([O-])=O. Product: [NH2:1][C:4]1[CH:9]=[CH:8][C:7]([N:10]2[CH:11]=[CH:12][C:13](=[O:16])[CH:14]=[CH:15]2)=[CH:6][CH:5]=1. The catalyst class is: 336. (5) Reactant: [Cl-].[NH4+].C(O)C.[O:6]1[CH:10]=[CH:9][CH:8]=[C:7]1[C:11]1[CH:20]=[CH:19][C:14]([C:15]([O:17][CH3:18])=[O:16])=[C:13]([N+:21]([O-])=O)[CH:12]=1. Product: [NH2:21][C:13]1[CH:12]=[C:11]([C:7]2[O:6][CH:10]=[CH:9][CH:8]=2)[CH:20]=[CH:19][C:14]=1[C:15]([O:17][CH3:18])=[O:16]. The catalyst class is: 150. (6) Product: [CH:1]1([CH2:4][O:5][C:6]2[CH:11]=[C:10]([F:12])[CH:9]=[CH:8][C:7]=2[C:13]2[N:17]([CH3:18])[CH:16]=[N:15][C:14]=2[C:19]2[CH:24]=[C:23]([CH2:25][OH:26])[CH:22]=[CH:21][N:20]=2)[CH2:3][CH2:2]1. Reactant: [CH:1]1([CH2:4][O:5][C:6]2[CH:11]=[C:10]([F:12])[CH:9]=[CH:8][C:7]=2[C:13]2[N:17]([CH3:18])[CH:16]=[N:15][C:14]=2[C:19]2[CH:24]=[C:23]([C:25](O)=[O:26])[CH:22]=[CH:21][N:20]=2)[CH2:3][CH2:2]1.[H-].[H-].[H-].[H-].[Li+].[Al+3].O.[OH-].[Na+]. The catalyst class is: 1.